From a dataset of Full USPTO retrosynthesis dataset with 1.9M reactions from patents (1976-2016). Predict the reactants needed to synthesize the given product. (1) The reactants are: C[SiH](C)CCOC[N:7]1[C:11]2[CH:12]=[CH:13][CH:14]=[CH:15][C:10]=2[N:9]=[C:8]1[C:16]1[C:17](=[O:35])[N:18](COCC[Si](C)(C)C)[N:19]=[C:20]([N:22]2[CH:26]=[CH:25][N:24]=[CH:23]2)[CH:21]=1. Given the product [NH:9]1[C:10]2[CH:15]=[CH:14][CH:13]=[CH:12][C:11]=2[N:7]=[C:8]1[C:16]1[C:17](=[O:35])[NH:18][N:19]=[C:20]([N:22]2[CH:26]=[CH:25][N:24]=[CH:23]2)[CH:21]=1, predict the reactants needed to synthesize it. (2) Given the product [Cl:1][C:2]1[CH:3]=[C:4]([O:9][CH2:10][C:11]2[C:23]([F:24])=[CH:22][C:14]([C:15]([NH:17][S:18]([CH3:21])(=[O:20])=[O:19])=[O:16])=[C:13]([F:25])[CH:12]=2)[CH:5]=[N:6][C:7]=1[O:30][C:28]([CH3:31])([CH3:29])[C:27]([F:33])([F:32])[F:26], predict the reactants needed to synthesize it. The reactants are: [Cl:1][C:2]1[CH:3]=[C:4]([O:9][CH2:10][C:11]2[C:23]([F:24])=[CH:22][C:14]([C:15]([NH:17][S:18]([CH3:21])(=[O:20])=[O:19])=[O:16])=[C:13]([F:25])[CH:12]=2)[CH:5]=[N:6][C:7]=1F.[F:26][C:27]([F:33])([F:32])[C:28]([CH3:31])([OH:30])[CH3:29].C(=O)([O-])[O-].[Cs+].[Cs+]. (3) Given the product [ClH:18].[CH3:15][S:16][C:2]1[CH:9]=[CH:8][C:7]([O:10][C:11]([F:14])([F:13])[F:12])=[CH:6][C:3]=1[CH2:4][NH2:5], predict the reactants needed to synthesize it. The reactants are: F[C:2]1[CH:9]=[CH:8][C:7]([O:10][C:11]([F:14])([F:13])[F:12])=[CH:6][C:3]=1[C:4]#[N:5].[CH3:15][S-:16].[Na+].[ClH:18]. (4) Given the product [Cl:32][C:30]1[CH:29]=[CH:28][CH:27]=[C:26]2[C:31]=1[NH:23][C:24]([CH2:13][CH2:14][CH2:15][CH:4]([N:5]1[CH:9]=[N:8][CH:7]=[N:6]1)[C:3](=[O:10])[C:2]([CH3:12])([CH3:11])[CH3:1])=[CH:25]2, predict the reactants needed to synthesize it. The reactants are: [CH3:1][C:2]([CH3:12])([CH3:11])[C:3](=[O:10])[CH2:4][N:5]1[CH:9]=[N:8][CH:7]=[N:6]1.[CH3:13][C:14](C)([O-])[CH3:15].[K+].BrCCC[N:23]1[C:31]2[C:26](=[CH:27][CH:28]=[CH:29][C:30]=2[Cl:32])[CH:25]=[CH:24]1.[I-].[K+]. (5) Given the product [CH2:1]([O:8][C:9]1[CH:18]=[C:17]2[C:12]([CH:13]=[CH:14][CH:15]=[C:16]2[I:24])=[CH:11][CH:10]=1)[C:2]1[CH:7]=[CH:6][CH:5]=[CH:4][CH:3]=1, predict the reactants needed to synthesize it. The reactants are: [CH2:1]([O:8][C:9]1[CH:18]=[C:17]2[C:12]([CH:13]=[CH:14][CH:15]=[C:16]2N)=[CH:11][CH:10]=1)[C:2]1[CH:7]=[CH:6][CH:5]=[CH:4][CH:3]=1.N([O-])=O.[Na+].[I-:24].[K+]. (6) Given the product [CH:1]([N:14]1[CH2:15][CH2:16][N:17]([C:20]([C@H:22]2[CH2:24][C@@H:23]2[C:25]([NH:32][C:28]([CH3:31])([CH3:30])[CH3:29])=[O:26])=[O:21])[CH2:18][CH2:19]1)([C:2]1[CH:7]=[CH:6][CH:5]=[CH:4][CH:3]=1)[C:8]1[CH:9]=[CH:10][CH:11]=[CH:12][CH:13]=1, predict the reactants needed to synthesize it. The reactants are: [CH:1]([N:14]1[CH2:19][CH2:18][N:17]([C:20]([C@H:22]2[CH2:24][C@@H:23]2[C:25](O)=[O:26])=[O:21])[CH2:16][CH2:15]1)([C:8]1[CH:13]=[CH:12][CH:11]=[CH:10][CH:9]=1)[C:2]1[CH:7]=[CH:6][CH:5]=[CH:4][CH:3]=1.[C:28]([NH2:32])([CH3:31])([CH3:30])[CH3:29].CN(C(ON1N=NC2C=CC=NC1=2)=[N+](C)C)C.F[P-](F)(F)(F)(F)F.C(N(CC)CC)C. (7) Given the product [Br:16][C:17]1[C:18]([NH:24][C:25]2[C:34]([F:35])=[CH:33][CH:32]=[CH:31][C:26]=2[C:27]([NH:29][CH3:30])=[O:28])=[N:19][C:20]([NH:1][C:2]2[CH:15]=[CH:14][C:5]3[CH2:6][CH2:7][CH2:8][C:9](=[O:13])[N:10]([CH2:11][CH3:12])[C:4]=3[CH:3]=2)=[N:21][CH:22]=1, predict the reactants needed to synthesize it. The reactants are: [NH2:1][C:2]1[CH:15]=[CH:14][C:5]2[CH2:6][CH2:7][CH2:8][C:9](=[O:13])[N:10]([CH2:11][CH3:12])[C:4]=2[CH:3]=1.[Br:16][C:17]1[C:18]([NH:24][C:25]2[C:34]([F:35])=[CH:33][CH:32]=[CH:31][C:26]=2[C:27]([NH:29][CH3:30])=[O:28])=[N:19][C:20](Cl)=[N:21][CH:22]=1.